Dataset: Reaction yield outcomes from USPTO patents with 853,638 reactions. Task: Predict the reaction yield, written as a fraction of the theoretical maximum amount of product (1.0 means a 100% yield; for example, 0.34 means a 34% yield). (1) The reactants are C[O:2][C:3]([C:5]1[CH:10]=[CH:9][C:8](=[O:11])[NH:7][C:6]=1[NH:12][C:13]1[CH:18]=[CH:17][C:16]([Br:19])=[CH:15][C:14]=1[F:20])=[O:4].COC(=O)C1C=CC(OC)=NC=1NC1C=CC(Br)=CC=1F.C(O)(=O)C.Br. The catalyst is CCOC(C)=O. The product is [Br:19][C:16]1[CH:17]=[CH:18][C:13]([NH:12][C:6]2[NH:7][C:8](=[O:11])[CH:9]=[CH:10][C:5]=2[C:3]([OH:4])=[O:2])=[C:14]([F:20])[CH:15]=1. The yield is 0.790. (2) The reactants are C([O:4][C:5]1[CH:19]=[CH:18][C:8]([CH2:9][O:10][CH2:11][CH2:12][N:13]2[N:17]=[CH:16][CH:15]=[N:14]2)=[CH:7][CH:6]=1)C=C.CN1C(=O)CC(=O)N(C)C1=O. The catalyst is ClCCl.C1C=CC([P]([Pd]([P](C2C=CC=CC=2)(C2C=CC=CC=2)C2C=CC=CC=2)([P](C2C=CC=CC=2)(C2C=CC=CC=2)C2C=CC=CC=2)[P](C2C=CC=CC=2)(C2C=CC=CC=2)C2C=CC=CC=2)(C2C=CC=CC=2)C2C=CC=CC=2)=CC=1. The product is [N:14]1[N:13]([CH2:12][CH2:11][O:10][CH2:9][C:8]2[CH:18]=[CH:19][C:5]([OH:4])=[CH:6][CH:7]=2)[N:17]=[CH:16][CH:15]=1. The yield is 0.860.